Task: Predict which catalyst facilitates the given reaction.. Dataset: Catalyst prediction with 721,799 reactions and 888 catalyst types from USPTO (1) Reactant: [F:1][C:2]([F:11])([F:10])[C:3]1[CH:9]=[CH:8][C:6]([NH2:7])=[CH:5][CH:4]=1.[NH:12]1[C:16]2[CH:17]=[CH:18][CH:19]=[CH:20][C:15]=2[N:14]=[N:13]1.[CH2:21]([O:28][CH2:29][CH2:30][CH:31]=O)[C:22]1[CH:27]=[CH:26][CH:25]=[CH:24][CH:23]=1. Product: [N:12]1([CH:31]([NH:7][C:6]2[CH:8]=[CH:9][C:3]([C:2]([F:10])([F:11])[F:1])=[CH:4][CH:5]=2)[CH2:30][CH2:29][O:28][CH2:21][C:22]2[CH:27]=[CH:26][CH:25]=[CH:24][CH:23]=2)[C:16]2[CH:17]=[CH:18][CH:19]=[CH:20][C:15]=2[N:14]=[N:13]1. The catalyst class is: 11. (2) Reactant: [CH:1]1[C:13]2[CH:12]([CH2:14][O:15][C:16]([NH:18][C@@H:19]([CH2:27][C:28]3[CH:29]=[N:30][C:31]([C:34]4[CH:39]=[CH:38][CH:37]=[CH:36][C:35]=4[CH3:40])=[CH:32][CH:33]=3)[C:20]([O:22]C(C)(C)C)=[O:21])=[O:17])[C:11]3[C:6](=[CH:7][CH:8]=[CH:9][CH:10]=3)[C:5]=2[CH:4]=[CH:3][CH:2]=1.[Cl-:41].[Ca+2].[Cl-]. Product: [ClH:41].[CH:1]1[C:13]2[CH:12]([CH2:14][O:15][C:16]([NH:18][C@@H:19]([CH2:27][C:28]3[CH:29]=[N:30][C:31]([C:34]4[CH:39]=[CH:38][CH:37]=[CH:36][C:35]=4[CH3:40])=[CH:32][CH:33]=3)[C:20]([OH:22])=[O:21])=[O:17])[C:11]3[C:6](=[CH:7][CH:8]=[CH:9][CH:10]=3)[C:5]=2[CH:4]=[CH:3][CH:2]=1. The catalyst class is: 67. (3) Reactant: [CH3:1][NH:2][C:3]([NH2:5])=[O:4].[C:6](Cl)(=[O:10])[C:7](Cl)=[O:8]. Product: [CH3:1][N:2]1[C:7](=[O:8])[C:6](=[O:10])[NH:5][C:3]1=[O:4]. The catalyst class is: 30. (4) Reactant: Cl[C:2]1[N:7]=[C:6]([NH2:8])[CH:5]=[CH:4][N:3]=1.[CH3:9][O:10][C:11]1([CH2:17][OH:18])[CH2:16][CH2:15][NH:14][CH2:13][CH2:12]1.C(N(CC)C(C)C)(C)C.C(O)C. Product: [NH2:8][C:6]1[CH:5]=[CH:4][N:3]=[C:2]([N:14]2[CH2:15][CH2:16][C:11]([CH2:17][OH:18])([O:10][CH3:9])[CH2:12][CH2:13]2)[N:7]=1. The catalyst class is: 5. (5) Reactant: [O:1]1[C:3]2([CH2:7][CH2:6][CH2:5][CH2:4]2)[CH:2]1[C:8]1[CH:9]=[C:10]([CH:15]=[CH:16][CH:17]=1)[C:11]([O:13][CH3:14])=[O:12].Cl([O-])(=O)(=O)=O.[Li+].[CH2:24]([NH2:27])[CH:25]=[CH2:26]. Product: [OH:1][C:3]1([CH:2]([NH:27][CH2:24][CH:25]=[CH2:26])[C:8]2[CH:9]=[C:10]([CH:15]=[CH:16][CH:17]=2)[C:11]([O:13][CH3:14])=[O:12])[CH2:7][CH2:6][CH2:5][CH2:4]1. The catalyst class is: 13.